This data is from Peptide-MHC class II binding affinity with 134,281 pairs from IEDB. The task is: Regression. Given a peptide amino acid sequence and an MHC pseudo amino acid sequence, predict their binding affinity value. This is MHC class II binding data. (1) The peptide sequence is INVGFKAAVAAAASV. The MHC is HLA-DQA10104-DQB10503 with pseudo-sequence HLA-DQA10104-DQB10503. The binding affinity (normalized) is 0.607. (2) The MHC is DRB1_0701 with pseudo-sequence DRB1_0701. The binding affinity (normalized) is 0.695. The peptide sequence is NFLGPIAVGGLLMML. (3) The peptide sequence is IRALVGDEVELPCRI. The MHC is DRB1_0901 with pseudo-sequence DRB1_0901. The binding affinity (normalized) is 0.323.